This data is from Reaction yield outcomes from USPTO patents with 853,638 reactions. The task is: Predict the reaction yield, written as a fraction of the theoretical maximum amount of product (1.0 means a 100% yield; for example, 0.34 means a 34% yield). The reactants are N1C(C2C=CC([C:12]3[C:21](C)=[CH:20][C:19]4[C:14](=[CH:15][CH:16]=[C:17]([O:23][CH3:24])[CH:18]=4)[N:13]=3)=CC=2)=NN=N1.[CH3:25][O:26][C:27]([C:29]1[CH:34]=[CH:33][C:32](B(O)O)=[CH:31][CH:30]=1)=[O:28].C(=O)([O-])[O-].[Na+].[Na+]. The catalyst is O1CCOCC1.O.C1C=CC(P(C2C=CC=CC=2)[C-]2C=CC=C2)=CC=1.C1C=CC(P(C2C=CC=CC=2)[C-]2C=CC=C2)=CC=1.Cl[Pd]Cl.[Fe+2]. The product is [CH3:24][O:23][C:17]1[CH:18]=[C:19]2[C:14](=[CH:15][CH:16]=1)[N:13]=[C:12]([C:32]1[CH:33]=[CH:34][C:29]([C:27]([O:26][CH3:25])=[O:28])=[CH:30][CH:31]=1)[CH:21]=[CH:20]2. The yield is 0.409.